Dataset: HIV replication inhibition screening data with 41,000+ compounds from the AIDS Antiviral Screen. Task: Binary Classification. Given a drug SMILES string, predict its activity (active/inactive) in a high-throughput screening assay against a specified biological target. (1) The molecule is CC1=CC(=O)C(=CNC(=S)Nc2cccc(C)c2C)C(=O)O1. The result is 0 (inactive). (2) The molecule is NCCc1nc2ccccc2[nH]1. The result is 0 (inactive).